This data is from Reaction yield outcomes from USPTO patents with 853,638 reactions. The task is: Predict the reaction yield, written as a fraction of the theoretical maximum amount of product (1.0 means a 100% yield; for example, 0.34 means a 34% yield). (1) The reactants are [CH3:1][C:2]1[C:6]([CH2:7][N:8]2[CH:12]=[C:11]([N+:13]([O-])=O)[N:10]=[CH:9]2)=[C:5]([CH3:16])[O:4][N:3]=1.[H][H]. The catalyst is [Pd].CO. The product is [CH3:1][C:2]1[C:6]([CH2:7][N:8]2[CH:12]=[C:11]([NH2:13])[N:10]=[CH:9]2)=[C:5]([CH3:16])[O:4][N:3]=1. The yield is 0.930. (2) The reactants are [C:1]1([Li])C=CC=CC=1.[I-].C[P+](C1C=CC=CC=1)(C1C=CC=CC=1)C1C=CC=CC=1.[CH2:29]([O:31][C:32](=[O:54])[C:33]([CH3:53])([CH3:52])[CH2:34][CH2:35][CH2:36][CH2:37][C:38](=O)[CH2:39][CH2:40][CH2:41][CH2:42][C:43]([CH3:50])([CH3:49])[C:44]([O:46][CH2:47][CH3:48])=[O:45])[CH3:30]. The catalyst is C1COCC1. The product is [CH2:29]([O:31][C:32](=[O:54])[C:33]([CH3:53])([CH3:52])[CH2:34][CH2:35][CH2:36][CH2:37][C:38](=[CH2:1])[CH2:39][CH2:40][CH2:41][CH2:42][C:43]([CH3:50])([CH3:49])[C:44]([O:46][CH2:47][CH3:48])=[O:45])[CH3:30]. The yield is 0.470.